From a dataset of Reaction yield outcomes from USPTO patents with 853,638 reactions. Predict the reaction yield, written as a fraction of the theoretical maximum amount of product (1.0 means a 100% yield; for example, 0.34 means a 34% yield). (1) The product is [Cl:29][C:23]1[CH:24]=[CH:25][C:26]([Cl:28])=[CH:27][C:22]=1[C:21]([NH:20][CH2:19][C:18]([NH:17][C@H:12]([B:11]1[O:4][C:1](=[O:5])[CH2:2][O:3]1)[CH2:13][CH:14]([CH3:16])[CH3:15])=[O:31])=[O:30]. The reactants are [C:1]([OH:5])(=[O:4])[CH2:2][OH:3].O1[B:11]([C@@H:12]([NH:17][C:18](=[O:31])[CH2:19][NH:20][C:21](=[O:30])[C:22]2[CH:27]=[C:26]([Cl:28])[CH:25]=[CH:24][C:23]=2[Cl:29])[CH2:13][CH:14]([CH3:16])[CH3:15])O[B:11]([C@@H:12]([NH:17][C:18](=[O:31])[CH2:19][NH:20][C:21](=[O:30])[C:22]2[CH:27]=[C:26]([Cl:28])[CH:25]=[CH:24][C:23]=2[Cl:29])[CH2:13][CH:14]([CH3:16])[CH3:15])O[B:11]1[C@@H:12]([NH:17][C:18](=[O:31])[CH2:19][NH:20][C:21](=[O:30])[C:22]1[CH:27]=[C:26]([Cl:28])[CH:25]=[CH:24][C:23]=1[Cl:29])[CH2:13][CH:14]([CH3:16])[CH3:15]. The catalyst is CCOC(C)=O. The yield is 0.950. (2) The reactants are [CH2:1]([C:5]1[CH:10]=[CH:9][C:8]([CH2:11][C:12](Cl)=[N:13][OH:14])=[CH:7][CH:6]=1)[CH2:2][CH2:3][CH3:4].[C:16]([C:18]1[C:19]([NH2:25])=[N:20][C:21]([NH2:24])=[CH:22][CH:23]=1)#[CH:17].C(N(CC)CC)C. The catalyst is O1CCCC1. The product is [CH2:1]([C:5]1[CH:10]=[CH:9][C:8]([CH2:11][C:12]2[CH:17]=[C:16]([C:18]3[C:19]([NH2:25])=[N:20][C:21]([NH2:24])=[CH:22][CH:23]=3)[O:14][N:13]=2)=[CH:7][CH:6]=1)[CH2:2][CH2:3][CH3:4]. The yield is 0.310. (3) The reactants are [OH:1][B:2]1[C:6]2[CH:7]=[C:8]([OH:12])[CH:9]=[C:10]([CH3:11])[C:5]=2[CH:4]([CH2:13][C:14]([O:16][CH2:17][CH3:18])=[O:15])[O:3]1.Cl[C:20]1[CH:21]=[C:22]([CH:25]=[CH:26][N:27]=1)[C:23]#[N:24].C(=O)([O-])[O-].[Cs+].[Cs+]. The catalyst is CN(C=O)C. The product is [C:23]([C:22]1[CH:25]=[CH:26][N:27]=[C:20]([O:12][C:8]2[CH:9]=[C:10]([CH3:11])[C:5]3[CH:4]([CH2:13][C:14]([O:16][CH2:17][CH3:18])=[O:15])[O:3][B:2]([OH:1])[C:6]=3[CH:7]=2)[CH:21]=1)#[N:24]. The yield is 0.560. (4) The reactants are [CH3:1][O:2][C:3]1[CH:4]=[C:5]2[C:10](=[CH:11][CH:12]=1)[N+:9]([O-])=[CH:8][CH:7]=[CH:6]2.O=P(Cl)(Cl)[Cl:16].C([O-])([O-])=O.[Na+].[Na+]. The catalyst is C(Cl)(Cl)Cl. The product is [Cl:16][C:8]1[CH:7]=[CH:6][C:5]2[C:10](=[CH:11][CH:12]=[C:3]([O:2][CH3:1])[CH:4]=2)[N:9]=1. The yield is 0.460. (5) The reactants are Cl.[CH:2]([O:5][C:6](=[O:10])[C@@H:7]([CH3:9])[NH2:8])([CH3:4])[CH3:3].C(N(CC)CC)C.[P:18](Cl)(Cl)([O:20][C:21]1[CH:26]=[CH:25][CH:24]=[CH:23][CH:22]=1)=[O:19].[F:29][C:30]1[C:35]([F:36])=[C:34]([F:37])[C:33]([F:38])=[C:32]([F:39])[C:31]=1[OH:40]. The catalyst is ClCCl. The product is [F:29][C:30]1[C:35]([F:36])=[C:34]([F:37])[C:33]([F:38])=[C:32]([F:39])[C:31]=1[O:40][P:18]([NH:8][C@H:7]([CH3:9])[C:6]([O:5][CH:2]([CH3:4])[CH3:3])=[O:10])([O:20][C:21]1[CH:26]=[CH:25][CH:24]=[CH:23][CH:22]=1)=[O:19]. The yield is 0.570. (6) The reactants are [N:1]1[C:10]2[C:5](=[CH:6][CH:7]=[CH:8][CH:9]=2)[CH:4]=[CH:3]C=1.[C:19](O[C:19]([O:21][C:22]([CH3:25])([CH3:24])[CH3:23])=[O:20])([O:21][C:22]([CH3:25])([CH3:24])[CH3:23])=[O:20].CCO[C:29]([CH3:31])=O.[CH3:32]CCCCC. The catalyst is CN(C1C=CN=CC=1)C.C1COCC1. The product is [C:22]([O:21][C:19]([N:1]1[C:10]2[C:5](=[CH:6][CH:7]=[CH:8][CH:9]=2)[CH:4]=[CH:3][C:29]1([CH3:31])[CH3:32])=[O:20])([CH3:23])([CH3:24])[CH3:25]. The yield is 0.710. (7) The reactants are [OH:1][C@@:2]1([C:13]2[S:14][C:15]([C:18]3[CH:23]=[C:22]([NH:24][C:25]4[N:30]=[C:29]([C:31]([F:34])([F:33])[F:32])[CH:28]=[CH:27][N:26]=4)[CH:21]=[C:20]([CH3:35])[CH:19]=3)=[CH:16][N:17]=2)[CH2:7][CH2:6][C@@H:5]([C:8]([OH:10])=[O:9])[C:4]([CH3:12])([CH3:11])[CH2:3]1.S(=O)(=O)(O)O.[CH3:41]O. The catalyst is O. The product is [OH:1][C@@:2]1([C:13]2[S:14][C:15]([C:18]3[CH:23]=[C:22]([NH:24][C:25]4[N:30]=[C:29]([C:31]([F:33])([F:34])[F:32])[CH:28]=[CH:27][N:26]=4)[CH:21]=[C:20]([CH3:35])[CH:19]=3)=[CH:16][N:17]=2)[CH2:7][CH2:6][C@@H:5]([C:8]([O:10][CH3:41])=[O:9])[C:4]([CH3:11])([CH3:12])[CH2:3]1. The yield is 0.830.